Dataset: Full USPTO retrosynthesis dataset with 1.9M reactions from patents (1976-2016). Task: Predict the reactants needed to synthesize the given product. (1) Given the product [F:2][C:3]1[CH:8]=[CH:7][C:6]([N:9]2[C:29]([C:31]3[CH:41]=[CH:40][C:34]4[O:35][CH2:36][C:37](=[O:39])[NH:38][C:33]=4[CH:32]=3)=[CH:28][C:27]([C:26]([F:44])([F:43])[F:25])=[N:10]2)=[CH:5][CH:4]=1, predict the reactants needed to synthesize it. The reactants are: Cl.[F:2][C:3]1[CH:8]=[CH:7][C:6]([NH:9][NH2:10])=[CH:5][CH:4]=1.C(N(CC)CC)C.FC(F)(F)C(O)=O.[F:25][C:26]([F:44])([F:43])[C:27](O)=[CH:28][C:29]([C:31]1[CH:41]=[CH:40][C:34]2[O:35][CH2:36][C:37](=[O:39])[NH:38][C:33]=2[CH:32]=1)=O. (2) Given the product [CH3:11][C:10]1[S:12][C:2]2[C:3](=[O:9])[CH2:4][CH2:5][CH2:6][C:7]=2[N:13]=1, predict the reactants needed to synthesize it. The reactants are: Br[CH:2]1[C:7](=O)[CH2:6][CH2:5][CH2:4][C:3]1=[O:9].[C:10]([NH2:13])(=[S:12])[CH3:11].[Na+].[Cl-].C(O)=O. (3) Given the product [F:1][C:2]1[CH:7]=[C:6]([F:8])[CH:5]=[CH:4][C:3]=1[C@@H:9]1[CH2:13][N:12]([CH2:19][CH3:20])[CH2:11][C@H:10]1[C:14]([O:16][CH3:17])=[O:15], predict the reactants needed to synthesize it. The reactants are: [F:1][C:2]1[CH:7]=[C:6]([F:8])[CH:5]=[CH:4][C:3]=1[C@@H:9]1[CH2:13][NH:12][CH2:11][C@H:10]1[C:14]([O:16][CH3:17])=[O:15].I[CH2:19][CH3:20].C(N(CC)C(C)C)(C)C. (4) Given the product [Br:9][C:5]1[N:6]=[C:7]([C:19]#[C:18][C:12]2[C:13]([F:17])=[CH:14][CH:15]=[CH:16][C:11]=2[Cl:10])[C:2]([NH2:1])=[N:3][CH:4]=1, predict the reactants needed to synthesize it. The reactants are: [NH2:1][C:2]1[C:7](Br)=[N:6][C:5]([Br:9])=[CH:4][N:3]=1.[Cl:10][C:11]1[CH:16]=[CH:15][CH:14]=[C:13]([F:17])[C:12]=1[C:18]#[C:19][Si](C)(C)C. (5) Given the product [O:13]1[CH2:12][CH2:11][CH:10]([C:8]2[CH:7]=[CH:6][C:5]3[O:1][CH:2]=[CH:3][C:4]=3[CH:9]=2)[CH2:15][CH2:14]1, predict the reactants needed to synthesize it. The reactants are: [O:1]1[C:5]2[CH:6]=[CH:7][C:8]([C:10]3(O)[CH2:15][CH2:14][O:13][CH2:12][CH2:11]3)=[CH:9][C:4]=2[CH:3]=[CH:2]1.C([SiH](CC)CC)C.C(O)(C(F)(F)F)=O. (6) Given the product [I:25][C:7]1[CH:8]=[C:9]([N:13]2[N:17]=[N:16][C:15]([C:18]3[CH:23]=[CH:22][CH:21]=[CH:20][N:19]=3)=[N:14]2)[CH:10]=[CH:11][CH:12]=1, predict the reactants needed to synthesize it. The reactants are: CN1CCN([C:7]2[CH:12]=[CH:11][CH:10]=[C:9]([N:13]3[N:17]=[N:16][C:15]([C:18]4[CH:23]=[CH:22][CH:21]=[CH:20][N:19]=4)=[N:14]3)[CH:8]=2)C1=O.[I:25]C1C=C(C=CC=1)N.N1C=CC=CC=1C=O.